Task: Predict the reactants needed to synthesize the given product.. Dataset: Full USPTO retrosynthesis dataset with 1.9M reactions from patents (1976-2016) (1) Given the product [N+:28]([C:31]1[CH:36]=[CH:35][CH:34]=[CH:33][C:32]=1[C:37]1[N:38]=[C:39]([NH:42][C:60](=[O:61])[CH2:59][CH2:58][CH2:57][CH2:56][CH2:55][CH2:54][C:52]([NH:51][O:50][CH2:43][C:44]2[CH:49]=[CH:48][CH:47]=[CH:46][CH:45]=2)=[O:53])[S:40][CH:41]=1)([O-:30])=[O:29], predict the reactants needed to synthesize it. The reactants are: COC(=O)CCCCCCC(NC1SC=C(C2C=CC=C([N+]([O-])=O)C=2)N=1)=O.[N+:28]([C:31]1[CH:36]=[CH:35][CH:34]=[CH:33][C:32]=1[C:37]1[N:38]=[C:39]([NH2:42])[S:40][CH:41]=1)([O-:30])=[O:29].[CH2:43]([O:50][NH:51][C:52]([CH2:54][CH2:55][CH2:56][CH2:57][CH2:58][CH2:59][C:60](O)=[O:61])=[O:53])[C:44]1[CH:49]=[CH:48][CH:47]=[CH:46][CH:45]=1. (2) The reactants are: [NH2:1][C:2]1[CH:3]=[CH:4][C:5](Cl)=[C:6]([CH:10]=1)[C:7]([NH2:9])=[O:8].[F:12][C:13]([F:24])([F:23])[C:14]1[CH:19]=[CH:18][C:17](B(O)O)=[CH:16][CH:15]=1.P([O-])([O-])([O-])=O.[K+].[K+].[K+].C1(P(C2CCCCC2)C2C=CC=CC=2C2C=CC=CC=2N(C)C)CCCCC1. Given the product [NH2:1][C:2]1[CH:10]=[C:6]([C:7]([NH2:9])=[O:8])[C:5]([C:17]2[CH:18]=[CH:19][C:14]([C:13]([F:24])([F:23])[F:12])=[CH:15][CH:16]=2)=[CH:4][CH:3]=1, predict the reactants needed to synthesize it. (3) Given the product [Br:6][C:7]1[CH:12]=[C:11]([Cl:13])[C:10]([F:14])=[CH:9][C:8]=1[CH:18]=[O:19], predict the reactants needed to synthesize it. The reactants are: C([Li])CCC.[Br:6][C:7]1[CH:12]=[C:11]([Cl:13])[C:10]([F:14])=[CH:9][C:8]=1I.CN(C)[CH:18]=[O:19].C(OC)(C)(C)C. (4) The reactants are: O=P(Cl)(Cl)Cl.[CH3:6][O:7][C:8]1[CH:16]=[C:15]2[C:11]([CH:12]=[C:13]([C:17]([O:19][CH3:20])=[O:18])[NH:14]2)=[CH:10][CH:9]=1.CN([CH:24]=[O:25])C. Given the product [CH:24]([C:12]1[C:11]2[C:15](=[CH:16][C:8]([O:7][CH3:6])=[CH:9][CH:10]=2)[NH:14][C:13]=1[C:17]([O:19][CH3:20])=[O:18])=[O:25], predict the reactants needed to synthesize it. (5) Given the product [O:16]1[C:20]([CH:25]([C:11]2[CH:12]=[CH:13][C:8]([O:7][CH:2]3[CH2:3][CH2:4][CH2:5][CH2:6][O:1]3)=[CH:9][CH:10]=2)[OH:26])=[CH:19][N:18]=[CH:17]1, predict the reactants needed to synthesize it. The reactants are: [O:1]1[CH2:6][CH2:5][CH2:4][CH2:3][CH:2]1[O:7][C:8]1[CH:13]=[CH:12][C:11]([Mg]Br)=[CH:10][CH:9]=1.[O:16]1[CH:20]=[C:19](C=O)[N:18]=[CH:17]1.C1C[O:26][CH2:25]C1. (6) The reactants are: I[C:2]1[CH:3]=[C:4]([CH:17]=[CH:18][CH:19]=1)[CH2:5][N:6]1[CH2:10][C:9]2([CH2:15][CH2:14][CH2:13][CH2:12][CH2:11]2)[O:8][C:7]1=[O:16].C([Sn](CCCC)(CCCC)[C:25]1[CH:30]=[CH:29][CH:28]=[CH:27][N:26]=1)CCC. Given the product [N:26]1[CH:27]=[CH:28][CH:29]=[CH:30][C:25]=1[C:2]1[CH:3]=[C:4]([CH:17]=[CH:18][CH:19]=1)[CH2:5][N:6]1[CH2:10][C:9]2([CH2:15][CH2:14][CH2:13][CH2:12][CH2:11]2)[O:8][C:7]1=[O:16], predict the reactants needed to synthesize it. (7) Given the product [F:1][C:2]1[CH:3]=[CH:4][C:5]([CH:8]2[C:13]3=[N:14][NH:15][C:16](=[O:21])[C:17]4[CH:18]=[CH:19][CH:20]=[C:11]([C:12]=43)[NH:10][CH:9]2[C:22]2[CH:42]=[CH:41][C:25]([CH2:26][N:27]3[CH2:32][CH2:31][NH:30][CH:29]([CH3:40])[CH2:28]3)=[CH:24][CH:23]=2)=[CH:6][CH:7]=1, predict the reactants needed to synthesize it. The reactants are: [F:1][C:2]1[CH:7]=[CH:6][C:5]([CH:8]2[C:13]3=[N:14][NH:15][C:16](=[O:21])[C:17]4[CH:18]=[CH:19][CH:20]=[C:11]([C:12]=43)[NH:10][CH:9]2[C:22]2[CH:42]=[CH:41][C:25]([CH2:26][N:27]3[CH2:32][CH2:31][N:30](C(OC(C)(C)C)=O)[CH:29]([CH3:40])[CH2:28]3)=[CH:24][CH:23]=2)=[CH:4][CH:3]=1. (8) Given the product [Cl:25][C:22]1[CH:23]=[CH:24][C:19]([C:8]2[N:9]([CH2:12][C@H:13]([OH:18])[C:14]([F:17])([F:16])[F:15])[C:10](=[O:11])[N:6]([CH2:5][C:4]3[CH:3]=[C:2]([C:33]4[CH:34]=[CH:35][CH:36]=[CH:37][C:32]=4[C:31]([F:42])([F:41])[F:30])[CH:28]=[C:27]([F:29])[CH:26]=3)[N:7]=2)=[CH:20][CH:21]=1, predict the reactants needed to synthesize it. The reactants are: Br[C:2]1[CH:3]=[C:4]([CH:26]=[C:27]([F:29])[CH:28]=1)[CH2:5][N:6]1[C:10](=[O:11])[N:9]([CH2:12][C@H:13]([OH:18])[C:14]([F:17])([F:16])[F:15])[C:8]([C:19]2[CH:24]=[CH:23][C:22]([Cl:25])=[CH:21][CH:20]=2)=[N:7]1.[F:30][C:31]([F:42])([F:41])[C:32]1[CH:37]=[CH:36][CH:35]=[CH:34][C:33]=1B(O)O.